Task: Predict the product of the given reaction.. Dataset: Forward reaction prediction with 1.9M reactions from USPTO patents (1976-2016) (1) The product is: [C:1]([O:5][C:6]([N:8]1[CH2:13][CH2:12][CH:11]([C:14]2[N:20]3[CH:21]=[CH:22][C:23]([C:25]([CH3:28])([CH3:27])[CH3:26])=[CH:24][C:19]3=[N:18][CH:15]=2)[CH2:10][CH2:9]1)=[O:7])([CH3:4])([CH3:3])[CH3:2]. Given the reactants [C:1]([O:5][C:6]([N:8]1[CH2:13][CH2:12][CH:11]([CH:14](Br)[CH:15]=O)[CH2:10][CH2:9]1)=[O:7])([CH3:4])([CH3:3])[CH3:2].[NH2:18][C:19]1[CH:24]=[C:23]([C:25]([CH3:28])([CH3:27])[CH3:26])[CH:22]=[CH:21][N:20]=1, predict the reaction product. (2) The product is: [C:2]([C:3]1[CH:22]([C:21]2[C:15]3[O:14][C:13]([F:24])([F:12])[O:17][C:16]=3[CH:18]=[CH:19][CH:20]=2)[C:30]2[C:26](=[N:27][NH:28][CH:29]=2)[NH:25][C:9]=1[CH:9]1[CH2:3][CH2:2][NH:1][CH2:11][CH2:10]1)#[N:1]. Given the reactants [NH:1]1[CH2:11][CH2:10][CH2:9][CH:3](C(OCC)=O)[CH2:2]1.[F:12][C:13]1([F:24])[O:17][C:16]2[CH:18]=[CH:19][CH:20]=[C:21]([CH:22]=O)[C:15]=2[O:14]1.[NH2:25][C:26]1[CH:30]=[CH:29][NH:28][N:27]=1, predict the reaction product. (3) Given the reactants [NH2:1][CH2:2][C:3]1[CH:11]=[CH:10][C:6]([C:7]([OH:9])=[O:8])=[CH:5][CH:4]=1.C(=O)([O-])O.[Na+].Cl[C:18]([O:20][CH2:21][C:22]1[CH:27]=[CH:26][CH:25]=[CH:24][CH:23]=1)=[O:19].CO, predict the reaction product. The product is: [CH2:21]([O:20][C:18]([NH:1][CH2:2][C:3]1[CH:4]=[CH:5][C:6]([C:7]([OH:9])=[O:8])=[CH:10][CH:11]=1)=[O:19])[C:22]1[CH:27]=[CH:26][CH:25]=[CH:24][CH:23]=1. (4) Given the reactants [H-].[Na+].[CH3:3][O:4][CH2:5][CH2:6][OH:7].C[O:9][C:10]([C:12]1[CH:17]=[CH:16][C:15]([Br:18])=[C:14](Cl)[N:13]=1)=[O:11], predict the reaction product. The product is: [Br:18][C:15]1[CH:16]=[CH:17][C:12]([C:10]([OH:9])=[O:11])=[N:13][C:14]=1[O:7][CH2:6][CH2:5][O:4][CH3:3]. (5) Given the reactants [C:1]([C:4]1[N:5]=[CH:6][C:7]([NH:10]C(=O)C(C)(C)C)=[N:8][CH:9]=1)(=[O:3])[CH3:2].C(=O)([O-])[O-].[K+].[K+].C(=O)(O)[O-].[Na+], predict the reaction product. The product is: [NH2:10][C:7]1[N:8]=[CH:9][C:4]([C:1](=[O:3])[CH3:2])=[N:5][CH:6]=1. (6) Given the reactants FC(F)(F)C(O)=O.[S:8]1[C:12]2[CH:13]=[CH:14][CH:15]=[CH:16][C:11]=2[N:10]=[C:9]1[S:17]([N:20]1[CH2:25][CH2:24][NH:23][CH2:22][C:21]1=[O:26])(=[O:19])=[O:18].[CH3:27][O:28][C:29]1[CH:30]=[C:31]([CH:50]=[CH:51][C:52]=1[O:53][CH3:54])[CH2:32][O:33][C:34]([NH:36][C:37]1[N:45]=[CH:44][N:43]=[C:42]2[C:38]=1[N:39]=[CH:40][N:41]2[CH2:46][C:47](O)=[O:48])=[O:35], predict the reaction product. The product is: [S:8]1[C:12]2[CH:13]=[CH:14][CH:15]=[CH:16][C:11]=2[N:10]=[C:9]1[S:17]([N:20]1[CH2:25][CH2:24][N:23]([C:47](=[O:48])[CH2:46][N:41]2[CH:40]=[N:39][C:38]3[C:42]2=[N:43][CH:44]=[N:45][C:37]=3[NH:36][C:34]([O:33][CH2:32][C:31]2[CH:50]=[CH:51][C:52]([O:53][CH3:54])=[C:29]([O:28][CH3:27])[CH:30]=2)=[O:35])[CH2:22][C:21]1=[O:26])(=[O:19])=[O:18]. (7) Given the reactants O=[C:2]1[CH2:7][CH2:6][N:5]([C:8]([O:10][CH2:11][CH3:12])=[O:9])[CH2:4][CH2:3]1.[CH2:13]([O:20][C:21]1[CH:26]=[CH:25][C:24]([NH:27]N)=[CH:23][CH:22]=1)[C:14]1[CH:19]=[CH:18][CH:17]=[CH:16][CH:15]=1, predict the reaction product. The product is: [C:14]1([CH2:13][O:20][C:21]2[CH:26]=[CH:25][C:24]3[NH:27][C:2]4[CH2:7][CH2:6][N:5]([C:8]([O:10][CH2:11][CH3:12])=[O:9])[CH2:4][C:3]=4[C:23]=3[CH:22]=2)[CH:15]=[CH:16][CH:17]=[CH:18][CH:19]=1.